From a dataset of NCI-60 drug combinations with 297,098 pairs across 59 cell lines. Regression. Given two drug SMILES strings and cell line genomic features, predict the synergy score measuring deviation from expected non-interaction effect. (1) Drug 1: CN(C(=O)NC(C=O)C(C(C(CO)O)O)O)N=O. Drug 2: COC1=C2C(=CC3=C1OC=C3)C=CC(=O)O2. Cell line: NCI-H522. Synergy scores: CSS=1.61, Synergy_ZIP=-1.63, Synergy_Bliss=-0.127, Synergy_Loewe=-1.53, Synergy_HSA=-0.816. (2) Drug 1: CC(C)NC(=O)C1=CC=C(C=C1)CNNC.Cl. Drug 2: CC1C(C(CC(O1)OC2CC(CC3=C2C(=C4C(=C3O)C(=O)C5=CC=CC=C5C4=O)O)(C(=O)C)O)N)O. Cell line: SK-OV-3. Synergy scores: CSS=25.0, Synergy_ZIP=0.654, Synergy_Bliss=-0.483, Synergy_Loewe=-20.7, Synergy_HSA=-1.10.